This data is from Forward reaction prediction with 1.9M reactions from USPTO patents (1976-2016). The task is: Predict the product of the given reaction. (1) Given the reactants P(Cl)(Cl)([Cl:3])=O.[NH:6]1[C:13](=[O:14])[CH2:12][C:10](=O)[NH:9][C:7]1=[O:8], predict the reaction product. The product is: [Cl:3][N:6]1[C:13](=[O:14])[CH:12]=[CH:10][NH:9][C:7]1=[O:8]. (2) Given the reactants [C:1]([C:3]1[CH:8]([C:9]2[CH:10]=[C:11]3[C:15](=[CH:16][CH:17]=2)[N:14](C(OC(C)(C)C)=O)[N:13]=[C:12]3[NH:25][S:26]([CH2:29][CH2:30][CH3:31])(=[O:28])=[O:27])[C:7]([C:32]#[N:33])=[C:6]([CH3:34])[NH:5][C:4]=1[CH3:35])#[N:2].FC(F)(F)C(O)=O, predict the reaction product. The product is: [C:1]([C:3]1[CH:8]([C:9]2[CH:10]=[C:11]3[C:15](=[CH:16][CH:17]=2)[NH:14][N:13]=[C:12]3[NH:25][S:26]([CH2:29][CH2:30][CH3:31])(=[O:28])=[O:27])[C:7]([C:32]#[N:33])=[C:6]([CH3:34])[NH:5][C:4]=1[CH3:35])#[N:2]. (3) Given the reactants C12N([N+]([O-])=O)C3[N:21]([N+:22]([O-:24])=[O:23])[CH:4]4[CH:5]([N:10]([N+:25]([O-:27])=[O:26])[CH:11]3N1[N+]([O-])=O)[N:6]([N+:7]([O-:9])=[O:8])[CH:2]2[N:3]4[N+:28]([O-:30])=[O:29], predict the reaction product. The product is: [CH2:11]1[N:21]([N+:22]([O-:24])=[O:23])[CH2:4][N:3]([N+:28]([O-:30])=[O:29])[CH2:2][N:6]([N+:7]([O-:9])=[O:8])[CH2:5][N:10]1[N+:25]([O-:27])=[O:26]. (4) Given the reactants [Cl:1][C:2]1[CH:3]=[CH:4][C:5]2[N:11]([CH2:12][C:13]3[CH:18]=[CH:17][C:16]([O:19][CH3:20])=[CH:15][C:14]=3[O:21][CH3:22])[C:10](=[O:23])[C@@H:9]([CH2:24][C:25]([OH:27])=O)[O:8][C@H:7]([C:28]3[CH:33]=[CH:32][CH:31]=[C:30]([O:34][CH3:35])[C:29]=3[O:36][CH3:37])[C:6]=2[CH:38]=1.Cl.[NH2:40][CH2:41][C:42](=[O:49])[CH2:43][CH2:44][C:45]([O:47][CH3:48])=[O:46].Cl.C(N=C=NCCCN(C)C)C.ON1C2C=CC=CC=2N=N1, predict the reaction product. The product is: [Cl:1][C:2]1[CH:3]=[CH:4][C:5]2[N:11]([CH2:12][C:13]3[CH:18]=[CH:17][C:16]([O:19][CH3:20])=[CH:15][C:14]=3[O:21][CH3:22])[C:10](=[O:23])[C@@H:9]([CH2:24][C:25]([NH:40][CH2:41][C:42](=[O:49])[CH2:43][CH2:44][C:45]([O:47][CH3:48])=[O:46])=[O:27])[O:8][C@H:7]([C:28]3[CH:33]=[CH:32][CH:31]=[C:30]([O:34][CH3:35])[C:29]=3[O:36][CH3:37])[C:6]=2[CH:38]=1. (5) Given the reactants C([O-])([O-])=O.[K+].[K+].[ClH:7].C[O:9][C:10]1[CH:11]=[C:12]2[C:17](=[CH:18][CH:19]=1)[O:16][C:15]([C:20]1[CH:25]=[CH:24][CH:23]=[CH:22][CH:21]=1)=[CH:14][C:13]2=[O:26].Cl.[NH+:28]1[CH:33]=[CH:32][CH:31]=[CH:30][CH:29]=1.[C:34]([O-])(O)=O.[Na+], predict the reaction product. The product is: [Cl-:7].[OH:9][C:10]1[CH:11]=[C:12]2[C:17](=[CH:18][CH:19]=1)[O:16][C:15]([C:20]1[CH:25]=[CH:24][C:23]([CH2:34][N+:28]3[CH:33]=[CH:32][CH:31]=[CH:30][CH:29]=3)=[CH:22][CH:21]=1)=[CH:14][C:13]2=[O:26]. (6) Given the reactants [CH3:1][C:2]1[C:3]([CH2:15][O:16][C:17]2[CH:22]=[CH:21][C:20]([N:23]3[CH:27]=[CH:26][CH:25]=[N:24]3)=[CH:19][C:18]=2[CH3:28])=[C:4]([N:8]2[C:12](=[O:13])[N:11]([CH3:14])[N:10]=[N:9]2)[CH:5]=[CH:6][CH:7]=1.[Cl:29]N1C(=O)CCC1=O.C(Cl)(Cl)Cl, predict the reaction product. The product is: [CH3:1][C:2]1[C:3]([CH2:15][O:16][C:17]2[CH:22]=[CH:21][C:20]([N:23]3[CH:27]=[C:26]([Cl:29])[CH:25]=[N:24]3)=[CH:19][C:18]=2[CH3:28])=[C:4]([N:8]2[C:12](=[O:13])[N:11]([CH3:14])[N:10]=[N:9]2)[CH:5]=[CH:6][CH:7]=1. (7) Given the reactants [Br:1][C:2]1[CH:7]=[CH:6][C:5]([C:8]2[S:9][C:10]([CH:13]([OH:15])[CH3:14])=[CH:11][N:12]=2)=[C:4]([CH3:16])[CH:3]=1.Cl[C:18]1[CH:26]2[CH:21]([CH:22]3[O:27][CH:25]2[CH2:24][CH2:23]3)[C:20](=[O:28])[CH:19]=1.[H-].[Na+].COCCOCCOCCOC, predict the reaction product. The product is: [Br:1][C:2]1[CH:7]=[CH:6][C:5]([C:8]2[S:9][C:10]([CH:13]([O:15][C:18]3[CH:26]4[CH:21]([CH:22]5[O:27][CH:25]4[CH2:24][CH2:23]5)[C:20](=[O:28])[CH:19]=3)[CH3:14])=[CH:11][N:12]=2)=[C:4]([CH3:16])[CH:3]=1. (8) Given the reactants C1SC=NN=1.[C:6]([C:9]1C(N)=CC=C[CH:10]=1)(=O)[CH3:7].[CH3:16][C:17]([C:19]1[CH:24]=[CH:23][C:22]([NH2:25])=[CH:21][CH:20]=1)=[O:18].[Na+].[N+](C1C=C(S([O-])(=O)=O)C=CC=1)([O-])=O.B(O)(O)O.C(=O)/C=C/C, predict the reaction product. The product is: [C:17]([C:19]1[CH:20]=[C:21]2[C:22](=[CH:23][CH:24]=1)[N:25]=[C:9]([CH3:10])[CH:6]=[CH:7]2)(=[O:18])[CH3:16].